This data is from Full USPTO retrosynthesis dataset with 1.9M reactions from patents (1976-2016). The task is: Predict the reactants needed to synthesize the given product. (1) The reactants are: [NH3:1].Cl[C:3]1[N:8]=[C:7]([O:9][C:10]2[C:19]3[C:14](=[CH:15][CH:16]=[CH:17][CH:18]=3)[C:13]([NH:20]C(=O)OC(C)(C)C)=[CH:12][CH:11]=2)[CH:6]=[CH:5][N:4]=1.[C:28](=[O:31])([O-])[O-].[Cs+].[Cs+].[C:34]([OH:40])([C:36](F)(F)F)=O.[CH3:41][OH:42]. Given the product [NH3:4].[NH2:20][C:13]1[C:14]2[C:19](=[CH:18][CH:17]=[CH:16][CH:15]=2)[C:10]([O:9][C:7]2[CH:6]=[CH:5][N:4]=[C:3]([NH:1][C:13]3[CH:14]=[CH:15][CH:16]=[C:41]([O:42][CH2:6][CH2:7][O:9][CH2:10][CH2:11][O:40][CH2:34][CH2:36][O:31][CH3:28])[N:20]=3)[N:8]=2)=[CH:11][CH:12]=1, predict the reactants needed to synthesize it. (2) Given the product [OH:54][C:53]1[C:45]([CH:30]2[C:38]3[C:33](=[CH:34][CH:35]=[CH:36][CH:37]=3)[N:32]([CH2:39][CH2:40][CH2:41][CH2:42][CH3:43])[C:31]2=[O:44])=[CH:46][C:47]2[O:51][CH2:50][O:49][C:48]=2[CH:52]=1, predict the reactants needed to synthesize it. The reactants are: O1C2C=CC(C3(O)C4C(=CC=CC=4)N(CC4C=CC(Cl)=CC=4)C3=O)=CC=2OC1.O[C:30]1([C:45]2[C:53]([OH:54])=[CH:52][C:48]3[O:49][CH2:50][O:51][C:47]=3[CH:46]=2)[C:38]2[C:33](=[CH:34][CH:35]=[CH:36][CH:37]=2)[N:32]([CH2:39][CH2:40][CH2:41][CH2:42][CH3:43])[C:31]1=[O:44]. (3) Given the product [F:1][C:2]1[CH:8]=[CH:7][CH:6]=[CH:5][C:3]=1[NH:4][C:41](=[O:42])[C:40]1[CH:44]=[CH:45][CH:46]=[CH:47][C:39]=1[CH2:38][N:19]1[C:20]2[C:25](=[CH:24][CH:23]=[CH:22][CH:21]=2)[C:26]2([CH2:30][O:29][C:28]3[CH:31]=[C:32]4[C:36](=[CH:37][C:27]2=3)[CH2:35][CH2:34][O:33]4)[C:18]1=[O:17], predict the reactants needed to synthesize it. The reactants are: [F:1][C:2]1[CH:8]=[CH:7][CH:6]=[CH:5][C:3]=1[NH2:4].C1(CN)CCCCC1.[O:17]=[C:18]1[C:26]2([CH2:30][O:29][C:28]3[CH:31]=[C:32]4[C:36](=[CH:37][C:27]2=3)[CH2:35][CH2:34][O:33]4)[C:25]2[C:20](=[CH:21][CH:22]=[CH:23][CH:24]=2)[N:19]1[CH2:38][C:39]1[CH:47]=[CH:46][CH:45]=[CH:44][C:40]=1[C:41](O)=[O:42].O=C1C2(COC3C=C4C(=CC2=3)CCO4)C2C(=CC=CC=2)N1CC1C=C(C=CC=1)C(O)=O.C(N)(=O)C1C=CC=CC=1. (4) Given the product [OH:12][C:9]1[CH:10]=[CH:11][C:6]([C:3]2[CH2:4][CH2:5][N:1]([C:26](=[O:27])[CH2:25][C:16]3[CH:17]=[CH:18][C:19]([O:23][CH3:24])=[C:20]([O:21][CH3:22])[C:15]=3[O:14][CH3:13])[N:2]=2)=[CH:7][CH:8]=1, predict the reactants needed to synthesize it. The reactants are: [NH:1]1[CH2:5][CH2:4][C:3]([C:6]2[CH:11]=[CH:10][C:9]([OH:12])=[CH:8][CH:7]=2)=[N:2]1.[CH3:13][O:14][C:15]1[C:20]([O:21][CH3:22])=[C:19]([O:23][CH3:24])[CH:18]=[CH:17][C:16]=1[CH2:25][C:26](O)=[O:27]. (5) The reactants are: C([O:8][C:9]1[CH:18]=[C:17]2[C:12]([C:13]([O:19][C:20]3[C:21]([F:30])=[C:22]4[C:26](=[CH:27][CH:28]=3)[NH:25][C:24]([CH3:29])=[CH:23]4)=[N:14][CH:15]=[N:16]2)=[CH:11][C:10]=1[O:31][CH3:32])C1C=CC=CC=1. Given the product [F:30][C:21]1[C:20]([O:19][C:13]2[C:12]3[C:17](=[CH:18][C:9]([OH:8])=[C:10]([O:31][CH3:32])[CH:11]=3)[N:16]=[CH:15][N:14]=2)=[CH:28][CH:27]=[C:26]2[C:22]=1[CH:23]=[C:24]([CH3:29])[NH:25]2, predict the reactants needed to synthesize it. (6) Given the product [CH2:30]([C:2]1[CH:3]=[C:4]2[C:9](=[CH:10][CH:11]=1)[O:8][C:7](=[O:12])[CH:6]=[C:5]2[NH:13][CH:14]1[CH2:15][CH2:16][N:17]([CH2:20][CH:21]=[CH:22][C:23]2[CH:24]=[CH:25][CH:26]=[CH:27][CH:28]=2)[CH2:18][CH2:19]1)[CH2:31][CH3:32], predict the reactants needed to synthesize it. The reactants are: Br[C:2]1[CH:3]=[C:4]2[C:9](=[CH:10][CH:11]=1)[O:8][C:7](=[O:12])[CH:6]=[C:5]2[NH:13][CH:14]1[CH2:19][CH2:18][N:17]([CH2:20][CH:21]=[CH:22][C:23]2[CH:28]=[CH:27][CH:26]=[CH:25][CH:24]=2)[CH2:16][CH2:15]1.[Br-].[CH2:30]([Zn+])[CH2:31][CH3:32]. (7) The reactants are: [F:1][C:2]([F:9])([F:8])[C:3]1[CH:7]=[CH:6][NH:5][N:4]=1.[H-].[Na+].Cl[C:13]1[CH:22]=[C:21]([O:23][CH2:24][C:25]2[CH:30]=[CH:29][C:28]([O:31][CH3:32])=[CH:27][CH:26]=2)[C:20]2[C:15](=[C:16]([Cl:35])[C:17]([O:33][CH3:34])=[CH:18][CH:19]=2)[N:14]=1.CCOC(C)=O. Given the product [Cl:35][C:16]1[C:17]([O:33][CH3:34])=[CH:18][CH:19]=[C:20]2[C:15]=1[N:14]=[C:13]([N:5]1[CH:6]=[CH:7][C:3]([C:2]([F:9])([F:8])[F:1])=[N:4]1)[CH:22]=[C:21]2[O:23][CH2:24][C:25]1[CH:30]=[CH:29][C:28]([O:31][CH3:32])=[CH:27][CH:26]=1, predict the reactants needed to synthesize it. (8) Given the product [Cl:1][C:2]1[CH:11]=[CH:10][C:9]2[C:4](=[C:5]([Cl:18])[C:6]([N+:12]([O-:14])=[O:13])=[CH:7][N:8]=2)[N:3]=1, predict the reactants needed to synthesize it. The reactants are: [Cl:1][C:2]1[N:3]=[C:4]2[C:9](=[CH:10][CH:11]=1)[N:8]=[CH:7][C:6]([N+:12]([O-:14])=[O:13])=[C:5]2O.P(Cl)(Cl)([Cl:18])=O.